Task: Predict the reaction yield, written as a fraction of the theoretical maximum amount of product (1.0 means a 100% yield; for example, 0.34 means a 34% yield).. Dataset: Reaction yield outcomes from USPTO patents with 853,638 reactions (1) The reactants are [CH3:1][C:2]1[CH:11]=[C:10]([CH3:12])[CH:9]=[C:8]2[C:3]=1[CH2:4][CH2:5][CH2:6][CH:7]2[CH2:13][NH:14][CH:15]1[CH2:17][CH2:16]1.[F:18][CH:19]([F:30])[C:20]1[C:24]([C:25](Cl)=[O:26])=[C:23]([F:28])[N:22]([CH3:29])[N:21]=1. No catalyst specified. The product is [CH:15]1([N:14]([CH2:13][CH:7]2[C:8]3[C:3](=[C:2]([CH3:1])[CH:11]=[C:10]([CH3:12])[CH:9]=3)[CH2:4][CH2:5][CH2:6]2)[C:25]([C:24]2[C:20]([CH:19]([F:30])[F:18])=[N:21][N:22]([CH3:29])[C:23]=2[F:28])=[O:26])[CH2:17][CH2:16]1. The yield is 0.950. (2) The reactants are Cl[C:2]1[N:7]=[CH:6][C:5]([C:8]2[CH:9]=[C:10]3[C:14](=[CH:15][CH:16]=2)[N:13]([S:17]([C:20]2[CH:25]=[CH:24][CH:23]=[CH:22][CH:21]=2)(=[O:19])=[O:18])[C:12]([C:26]2[C:31]([F:32])=[CH:30][CH:29]=[CH:28][C:27]=2[F:33])=[CH:11]3)=[C:4]([CH3:34])[CH:3]=1.[NH2:35][C:36]1[N:41]=[CH:40][C:39](B(O)O)=[CH:38][N:37]=1.C(=O)([O-])[O-].[Cs+].[Cs+].O. The product is [C:20]1([S:17]([N:13]2[C:14]3[C:10](=[CH:9][C:8]([C:5]4[C:4]([CH3:34])=[CH:3][C:2]([C:39]5[CH:38]=[N:37][C:36]([NH2:35])=[N:41][CH:40]=5)=[N:7][CH:6]=4)=[CH:16][CH:15]=3)[CH:11]=[C:12]2[C:26]2[C:27]([F:33])=[CH:28][CH:29]=[CH:30][C:31]=2[F:32])(=[O:19])=[O:18])[CH:25]=[CH:24][CH:23]=[CH:22][CH:21]=1. The yield is 0.954. The catalyst is O1CCOCC1.C1C=CC([P]([Pd]([P](C2C=CC=CC=2)(C2C=CC=CC=2)C2C=CC=CC=2)([P](C2C=CC=CC=2)(C2C=CC=CC=2)C2C=CC=CC=2)[P](C2C=CC=CC=2)(C2C=CC=CC=2)C2C=CC=CC=2)(C2C=CC=CC=2)C2C=CC=CC=2)=CC=1. (3) The product is [C:3]([C:5]1[CH:6]=[C:7]([CH:12]=[CH:13][C:14]=1[CH3:15])[C:8]([O:10][CH3:11])=[O:9])(=[NH:2])[NH2:4]. The catalyst is CO. The reactants are O[N:2]=[C:3]([C:5]1[CH:6]=[C:7]([CH:12]=[CH:13][C:14]=1[CH3:15])[C:8]([O:10][CH3:11])=[O:9])[NH2:4]. The yield is 0.540. (4) The reactants are [F:1][C:2]1[CH:3]=[C:4]([CH:39]=[CH:40][C:41]=1[F:42])[CH2:5][N:6]1[CH2:38][CH2:37][C:9]2([N:18]([C:19]3[CH:24]=[CH:23][C:22]([O:25][CH3:26])=[CH:21][CH:20]=3)[C:17](=[O:27])[C:16]3[C:11](=[CH:12][C:13](B4OC(C)(C)C(C)(C)O4)=[CH:14][CH:15]=3)[NH:10]2)[CH2:8][CH2:7]1.Br[C:44]1[CH:45]=[N:46][CH:47]=[CH:48][CH:49]=1.C(Cl)Cl.O. The catalyst is C1C=CC(P(C2C=CC=CC=2)[C-]2C=CC=C2)=CC=1.C1C=CC(P(C2C=CC=CC=2)[C-]2C=CC=C2)=CC=1.Cl[Pd]Cl.[Fe+2].O1CCOCC1. The product is [F:1][C:2]1[CH:3]=[C:4]([CH:39]=[CH:40][C:41]=1[F:42])[CH2:5][N:6]1[CH2:38][CH2:37][C:9]2([N:18]([C:19]3[CH:24]=[CH:23][C:22]([O:25][CH3:26])=[CH:21][CH:20]=3)[C:17](=[O:27])[C:16]3[C:11](=[CH:12][C:13]([C:44]4[CH:45]=[N:46][CH:47]=[CH:48][CH:49]=4)=[CH:14][CH:15]=3)[NH:10]2)[CH2:8][CH2:7]1. The yield is 0.760. (5) The reactants are [Cl:1][C:2]1[N:11]=[C:10]([N:12]2CCOCC2)[C:9]2[C:4](=[CH:5][C:6](C(OC)=O)=[CH:7][CH:8]=2)[N:3]=1.[CH2:22]1[CH2:26][O:25][CH2:24][CH2:23]1.[CH3:27][Mg]Br.C([O:33][CH2:34][CH3:35])(=O)C. No catalyst specified. The product is [Cl:1][C:2]1[N:11]=[C:10]([N:12]2[CH2:22][CH2:26][O:25][CH2:24][CH2:23]2)[C:9]2[C:4](=[CH:5][C:6]([C:34]([OH:33])([CH3:35])[CH3:27])=[CH:7][CH:8]=2)[N:3]=1. The yield is 0.560. (6) The reactants are [CH3:1][O:2][C:3]1[CH:8]=[CH:7][C:6]([O:9][CH3:10])=[CH:5][C:4]=1B([O-])[O-].[Na+].[Na+].Br[C:17]1[CH:22]=[C:21]([O:23][CH3:24])[C:20]([Br:25])=[CH:19][C:18]=1[O:26][CH3:27].C(=O)([O-])[O-].[Na+].[Na+]. The catalyst is C1C=CC([P]([Pd]([P](C2C=CC=CC=2)(C2C=CC=CC=2)C2C=CC=CC=2)([P](C2C=CC=CC=2)(C2C=CC=CC=2)C2C=CC=CC=2)[P](C2C=CC=CC=2)(C2C=CC=CC=2)C2C=CC=CC=2)(C2C=CC=CC=2)C2C=CC=CC=2)=CC=1.C1COCC1. The product is [Br:25][C:20]1[C:21]([O:23][CH3:24])=[CH:22][C:17]([C:7]2[CH:8]=[C:3]([O:2][CH3:1])[CH:4]=[CH:5][C:6]=2[O:9][CH3:10])=[C:18]([O:26][CH3:27])[CH:19]=1. The yield is 0.630. (7) The reactants are [C:1]([O:5][C:6]([N:8]1[CH2:13][CH2:12][N:11](/[C:14](/[C:17]2[CH:22]=[C:21]([F:23])[CH:20]=[CH:19][C:18]=2F)=[N:15]/[OH:16])[CH2:10][CH2:9]1)=[O:7])([CH3:4])([CH3:3])[CH3:2].[OH-].[K+]. The catalyst is O1CCOCC1.O. The product is [C:1]([O:5][C:6]([N:8]1[CH2:13][CH2:12][N:11]([C:14]2[C:17]3[CH:22]=[C:21]([F:23])[CH:20]=[CH:19][C:18]=3[O:16][N:15]=2)[CH2:10][CH2:9]1)=[O:7])([CH3:4])([CH3:3])[CH3:2]. The yield is 0.850.